Predict the reactants needed to synthesize the given product. From a dataset of Full USPTO retrosynthesis dataset with 1.9M reactions from patents (1976-2016). (1) Given the product [CH:1]1([N:4]2[C:13]3[C:8](=[CH:9][CH:10]=[CH:11][CH:12]=3)[N:7]([CH2:14][CH2:15][NH2:17])[CH2:6][CH2:5]2)[CH2:3][CH2:2]1, predict the reactants needed to synthesize it. The reactants are: [CH:1]1([N:4]2[C:13]3[C:8](=[CH:9][CH:10]=[CH:11][CH:12]=3)[N:7]([CH2:14][C:15]([NH2:17])=O)[CH2:6][CH2:5]2)[CH2:3][CH2:2]1.CO.Cl. (2) Given the product [C:2]([S:5][C:6]1[CH2:13][S:12][C@H:11]2[N:8]([C:9](=[O:15])[C@H:10]2[NH:14][C:41](=[O:42])[CH2:40][S:39][C:37]2[CH:36]=[C:35]([Cl:44])[N:34]=[C:33]([Cl:32])[CH:38]=2)[C:7]=1[C:16]([O:18][CH:19]([C:26]1[CH:31]=[CH:30][CH:29]=[CH:28][CH:27]=1)[C:20]1[CH:21]=[CH:22][CH:23]=[CH:24][CH:25]=1)=[O:17])(=[O:4])[CH3:3], predict the reactants needed to synthesize it. The reactants are: Cl.[C:2]([S:5][C:6]1[CH2:13][S:12][C@H:11]2[N:8]([C:9](=[O:15])[C@H:10]2[NH2:14])[C:7]=1[C:16]([O:18][CH:19]([C:26]1[CH:31]=[CH:30][CH:29]=[CH:28][CH:27]=1)[C:20]1[CH:25]=[CH:24][CH:23]=[CH:22][CH:21]=1)=[O:17])(=[O:4])[CH3:3].[Cl:32][C:33]1[CH:38]=[C:37]([S:39][CH2:40][C:41](O)=[O:42])[CH:36]=[C:35]([Cl:44])[N:34]=1.N1C=CC=CC=1.P(Cl)(Cl)(OCl)=O.